This data is from Catalyst prediction with 721,799 reactions and 888 catalyst types from USPTO. The task is: Predict which catalyst facilitates the given reaction. (1) Product: [NH2:37][C:35]1[NH:34][C:33]2[CH:48]=[C:29]([C:26]3[CH:27]=[CH:28][C:22]4[O:21][CH2:20][CH2:19][N:18]([C:16]([N:10]5[CH2:11][CH2:12][C:13](=[O:15])[CH2:14][CH:9]5[C:4]5[CH:5]=[CH:6][C:7]([F:8])=[C:2]([F:1])[CH:3]=5)=[O:17])[CH2:24][C:23]=4[CH:25]=3)[CH:30]=[CH:31][C:32]=2[N:36]=1. The catalyst class is: 285. Reactant: [F:1][C:2]1[CH:3]=[C:4]([CH:9]2[CH2:14][C:13](=[O:15])[CH2:12][CH2:11][N:10]2[C:16]([N:18]2[CH2:24][C:23]3[CH:25]=[C:26]([C:29]4[CH:30]=[CH:31][C:32]5[N:36]=[C:35]([NH:37]C(=O)OCC6C=CC=CC=6)[NH:34][C:33]=5[CH:48]=4)[CH:27]=[CH:28][C:22]=3[O:21][CH2:20][CH2:19]2)=[O:17])[CH:5]=[CH:6][C:7]=1[F:8]. (2) Reactant: [Br:1][C:2]1[CH:3]=[CH:4][C:5]([CH3:11])=[C:6]([CH:10]=1)[C:7]([OH:9])=O.CCN(C(C)C)C(C)C.CN(C(ON1N=NC2C=CC=CC1=2)=[N+](C)C)C.F[P-](F)(F)(F)(F)F.[N:45]1([C:51](=[O:53])[CH3:52])[CH2:50][CH2:49][NH:48][CH2:47][CH2:46]1. Product: [Br:1][C:2]1[CH:3]=[CH:4][C:5]([CH3:11])=[C:6]([CH:10]=1)[C:7]([N:48]1[CH2:49][CH2:50][N:45]([C:51](=[O:53])[CH3:52])[CH2:46][CH2:47]1)=[O:9]. The catalyst class is: 2. (3) The catalyst class is: 49. Reactant: [I:1][C:2]1[CH:7]=[CH:6][C:5]([S:8]([N:11]2[CH2:14][CH:13]([C:15]([OH:17])=[O:16])[CH2:12]2)(=[O:10])=[O:9])=[CH:4][CH:3]=1.[CH2:18](N(CC)CC)C.S(Cl)(Cl)=O.CO. Product: [I:1][C:2]1[CH:3]=[CH:4][C:5]([S:8]([N:11]2[CH2:12][CH:13]([C:15]([O:17][CH3:18])=[O:16])[CH2:14]2)(=[O:10])=[O:9])=[CH:6][CH:7]=1.